This data is from Retrosynthesis with 50K atom-mapped reactions and 10 reaction types from USPTO. The task is: Predict the reactants needed to synthesize the given product. (1) Given the product COc1ccc(F)c(-c2cnc(COc3cccc(C(CC(=O)O)C4CC4)c3)cc2OCC(C)C)c1, predict the reactants needed to synthesize it. The reactants are: COC(=O)CC(c1cccc(OCc2cc(OCC(C)C)c(-c3cc(OC)ccc3F)cn2)c1)C1CC1. (2) Given the product O=C(O)c1csc(-c2ccccc2)c1, predict the reactants needed to synthesize it. The reactants are: O=C(O)c1csc(Br)c1.OB(O)c1ccccc1. (3) The reactants are: CNc1nccc(-c2cc(NC3CCN(C(=O)OCC4c5ccccc5-c5ccccc54)CC3)c3cc(OC)ccc3c2)n1. Given the product CNc1nccc(-c2cc(NC3CCN(C(=O)OCC4c5ccccc5-c5ccccc54)CC3)c3cc(O)ccc3c2)n1, predict the reactants needed to synthesize it. (4) Given the product O=C(CCCC1CCN(Cc2ccccc2)CC1)c1ncc(-c2ccco2)o1, predict the reactants needed to synthesize it. The reactants are: O=C(CCCC1CCNCC1)c1ncc(-c2ccco2)o1.O=Cc1ccccc1. (5) Given the product Cc1cc(C)cc(C(=O)NC2CCCNC2=O)c1, predict the reactants needed to synthesize it. The reactants are: Cc1cc(C)cc(C(=O)Cl)c1.NC1CCCNC1=O. (6) Given the product COc1ccc(-c2nc3ccc(OC[C@H](C)NC(C)=O)cc3o2)cc1F, predict the reactants needed to synthesize it. The reactants are: CC(=O)N[C@@H](C)COc1ccc2nc(-c3ccc(O)c(F)c3)oc2c1.CI. (7) Given the product COc1ccc(CC(=O)Nc2ccc(C(=O)O)nc2)c(C(F)(F)F)c1, predict the reactants needed to synthesize it. The reactants are: COC(=O)c1ccc(NC(=O)Cc2ccc(OC)cc2C(F)(F)F)cn1.